Task: Binary Classification. Given a miRNA mature sequence and a target amino acid sequence, predict their likelihood of interaction.. Dataset: Experimentally validated miRNA-target interactions with 360,000+ pairs, plus equal number of negative samples (1) The miRNA is hsa-miR-6742-5p with sequence AGUGGGGUGGGACCCAGCUGUU. The protein sequence of the target gene is MFTLAEVASLNDIQPTYRILKPWWDVFMDYLAVVMLMVAIFAGTMQLTKDQVVCLPVLPSPANSKAHTPPGNADITTEVPRMETATHQDQNGQTTTNDVAFGTSAVTPDIPLQATHPHAESTLPNQEAKKEKRDPTGRKTNLDFQQYVFINQMCYHLALPWYSKYFPYLALIHTIILMVSSNFWFKYPKTCSKVEHFVSILGKCFESPWTTKALSETACEDSEENKQRITGAQTLPKHVSTSSDEGSPSASTPMINKTGFKFSAEKPVIEVPSMTILDKKDGEQAKALFEKVRKFRAHVE.... Result: 0 (no interaction). (2) The miRNA is mmu-miR-466b-3p with sequence AUACAUACACGCACACAUAAGA. The protein sequence of the target gene is MEYASDASLDPEAPWPPAPRARACRVLPWALVAGLLLLLLLAAACAVFLACPWAVSGARASPGSAASPRLREGPELSPDDPAGLLDLRQGMFAQLVAQNVLLIDGPLSWYSDPGLAGVSLTGGLSYKEDTKELVVAKAGVYYVFFQLELRRVVAGEGSGSVSLALHLQPLRSAAGAAALALTVDLPPASSEARNSAFGFQGRLLHLSAGQRLGVHLHTEARARHAWQLTQGATVLGLFRVTPEIPAGLPSPRSE. Result: 0 (no interaction). (3) The miRNA is hsa-miR-7114-3p with sequence UGACCCACCCCUCUCCACCAG. The protein sequence of the target gene is MELLMCSGQAESGGSSSTESSSLSGGLRFGQKIYFEDGSGSRSKNRVNTVRKSSTTARCQVEGCRMDLSNVKAYYSRHKVCCIHSKSSKVIVSGLHQRFCQQCSRFHQLSEFDLEKRSCRRRLACHNERRRKPQPTTALFTSHYSRIAPSLYGNPNAAMIKSVLGDPTAWSTARSVMQRPGPWQINPVRETHPHMNVLSHGSSSFTTCPEMINNNSTDSSCALSLLSNSYPIHQQQLQTPTNTWRPSSGFDSMISFSDKVTMAQPPPISTHQPPISTHQQYLSQTWEVIAGEKSNSHYMS.... Result: 0 (no interaction). (4) The miRNA is hsa-miR-548ay-3p with sequence CAAAACCGCGAUUACUCUUGCA. The protein sequence of the target gene is MATAMYLEHYLDSIENLPCELQRNFQLMRELDQRTEDKKAEIDILAAEYISTVKTLSSAQRVEHLQKIQSAYSKCKEYSDDKVQLAMQTYEMVDKHIRRLDADLARFEADLKDRMDGSDFESTGARSLKKGRSQKEKRSSRGRGRRTSEEDTPKKKKHKSGSEFTDSILSVHPSDVLDMPVDPNEPTYCLCHQVSYGEMIGCDNPDCPIEWFHFACVDLTTKPKGKWFCPRCVQEKRKKK. Result: 0 (no interaction). (5) The miRNA is hsa-miR-3605-5p with sequence UGAGGAUGGAUAGCAAGGAAGCC. Result: 0 (no interaction). The protein sequence of the target gene is MRPVSPLQLLLVLSLAPQPVLGSPKQYFLKYILEPPPCRSEPGACNMFCTQQEECPEPLQCCSAYCGIVCTSNQAPVLGLS. (6) The miRNA is hsa-miR-6132 with sequence AGCAGGGCUGGGGAUUGCA. The protein sequence of the target gene is MFRNSLKMLLTGGKSSRKNRSSDGGSEEPPDRRQSSVDSRQSRSGQGGISTESDCAFEPDYAVPPLPVSEGDVEQELGPPPSVDEAANTLMTRLGFLLGEKVTEVQPSDQYSMEVQDENQTSAITQRISPCSTLTSSTASPPASSPCSTLPPVSTNAAAKDCSYGAVTSPTSTLESRDSGIIATLTNYSENMERTKYVGEGSKELGSGGNLKPWQSQKSSMDSCLYRVDENMAASTYSLNKIPERNLETVLSQSVQSIPLYLMPRPNSVAATSSAHLEDLAYLDEQRHTPLRTSLRMPRQ.... Result: 0 (no interaction). (7) The miRNA is hsa-miR-4662a-3p with sequence AAAGAUAGACAAUUGGCUAAAU. The protein sequence of the target gene is MDTVCIAVVGAGVIGLSTAACISQLVPGCTVTVISDRFTPDTTSNVAAGMLIPHTCADTPVPTQKRWFRETFEHLSEIAKSAEAADAGVHLVSGWQIFRSVPAEEVPFWADVVLGFRKMTEAELKRFPQYVFGQAFTTLKCETSAYLPWLERRIKGSGGLLLTRRIEDLWELQPSFDIVVNCSGLGSRRLVGDPMISPVRGQVLQARAPWVKHFIRDGGGLTYVYPGMSYVTLGGTRQKGDWNRSPDAELSREIFSRCCTLEPSLHRAYDIKEKVGLRPSRPGVRLQKEILVRGQQTLPV.... Result: 0 (no interaction).